Dataset: Peptide-MHC class II binding affinity with 134,281 pairs from IEDB. Task: Regression. Given a peptide amino acid sequence and an MHC pseudo amino acid sequence, predict their binding affinity value. This is MHC class II binding data. (1) The peptide sequence is GELIIVDKIDAAFKI. The MHC is DRB1_1201 with pseudo-sequence DRB1_1201. The binding affinity (normalized) is 0.597. (2) The peptide sequence is PLCKYPLPTRLKIST. The MHC is DRB1_0101 with pseudo-sequence DRB1_0101. The binding affinity (normalized) is 0.133.